From a dataset of Forward reaction prediction with 1.9M reactions from USPTO patents (1976-2016). Predict the product of the given reaction. (1) Given the reactants [N+:1]([C:4]1[N:5]=[CH:6][N:7]([CH:9]([C:11]2[CH:16]=[CH:15][C:14]([C:17]([F:20])([F:19])[F:18])=[CH:13][CH:12]=2)[CH3:10])[CH:8]=1)([O-])=O.[F:21][C:22]1[CH:23]=[C:24]2[C:29](=[C:30]([F:32])[CH:31]=1)[CH2:28][CH:27]([NH:33][CH:34]([CH2:38][CH2:39][CH3:40])[C:35](O)=[O:36])[CH2:26][CH2:25]2, predict the reaction product. The product is: [F:18][C:17]([F:20])([F:19])[C:14]1[CH:15]=[CH:16][C:11]([CH:9]([N:7]2[CH:8]=[C:4]([NH:1][C:35](=[O:36])[C@@H:34]([NH:33][CH:27]3[CH2:26][CH2:25][C:24]4[C:29](=[C:30]([F:32])[CH:31]=[C:22]([F:21])[CH:23]=4)[CH2:28]3)[CH2:38][CH2:39][CH3:40])[N:5]=[CH:6]2)[CH3:10])=[CH:12][CH:13]=1. (2) Given the reactants [OH:1][CH:2]1[CH2:7][CH2:6][C:5]([NH:9][C:10](=[O:16])[O:11][C:12]([CH3:15])([CH3:14])[CH3:13])([CH3:8])[CH2:4][CH2:3]1.[H-].[Na+].[Si:19]([O:26][CH2:27][C@H:28]1[CH2:39][CH2:38][C:37]2[S:36][C:35]3[N:34]=[CH:33][N:32]=[C:31](Cl)[C:30]=3[C:29]1=2)([C:22]([CH3:25])([CH3:24])[CH3:23])([CH3:21])[CH3:20], predict the reaction product. The product is: [Si:19]([O:26][CH2:27][C@H:28]1[CH2:39][CH2:38][C:37]2[S:36][C:35]3[N:34]=[CH:33][N:32]=[C:31]([O:1][CH:2]4[CH2:7][CH2:6][C:5]([NH:9][C:10](=[O:16])[O:11][C:12]([CH3:15])([CH3:14])[CH3:13])([CH3:8])[CH2:4][CH2:3]4)[C:30]=3[C:29]1=2)([C:22]([CH3:25])([CH3:23])[CH3:24])([CH3:21])[CH3:20]. (3) Given the reactants [F:1][C:2]1[CH:3]=[C:4]2[C:8](=[CH:9][C:10]=1[NH2:11])[NH:7][C:6](=[O:12])[CH2:5]2.N1C=CC=CC=1.[CH3:19][O:20][CH2:21][C:22](Cl)=[O:23], predict the reaction product. The product is: [F:1][C:2]1[C:10]([NH:11][C:22](=[O:23])[CH2:21][O:20][CH3:19])=[CH:9][C:8]2[C:4](=[CH:5][C:6](=[O:12])[N:7]=2)[CH:3]=1. (4) Given the reactants [Br:1][C:2]1[CH:7]=[C:6]([N+:8]([O-])=O)[C:5]([OH:11])=[C:4]([C:12]([CH3:15])([CH3:14])[CH3:13])[CH:3]=1, predict the reaction product. The product is: [BrH:1].[NH2:8][C:6]1[CH:7]=[CH:2][CH:3]=[C:4]([C:12]([CH3:14])([CH3:13])[CH3:15])[C:5]=1[OH:11]. (5) Given the reactants C[C:2]1([CH3:10])CCCC(C)(C)N1.C([Li])CCC.[F:16][C:17]([CH3:30])([CH3:29])[CH2:18][C:19]1[CH:24]=[CH:23][C:22]([O:25][CH2:26][O:27][CH3:28])=[CH:21][N:20]=1.[OH2:31], predict the reaction product. The product is: [F:16][C:17]([CH3:30])([CH3:29])[CH2:18][C:19]1[CH:24]=[C:23]([CH:2]([OH:31])[CH3:10])[C:22]([O:25][CH2:26][O:27][CH3:28])=[CH:21][N:20]=1.